From a dataset of Forward reaction prediction with 1.9M reactions from USPTO patents (1976-2016). Predict the product of the given reaction. Given the reactants [Cl:1][C:2]1[CH:36]=[CH:35][C:34]([CH2:37][CH2:38][CH2:39][O:40][CH3:41])=[CH:33][C:3]=1[CH2:4][N:5]([CH:30]1[CH2:32][CH2:31]1)[C:6]([C@@H:8]1[C@:13]([C:15]2[CH:20]=[CH:19][C:18]([F:21])=[C:17]([F:22])[CH:16]=2)([OH:14])[CH2:12][CH2:11][N:10]([C:23]([O:25][C:26]([CH3:29])([CH3:28])[CH3:27])=[O:24])[CH2:9]1)=[O:7].[H-].[Na+].[CH3:44]I, predict the reaction product. The product is: [Cl:1][C:2]1[CH:36]=[CH:35][C:34]([CH2:37][CH2:38][CH2:39][O:40][CH3:41])=[CH:33][C:3]=1[CH2:4][N:5]([CH:30]1[CH2:31][CH2:32]1)[C:6]([C@@H:8]1[C@:13]([C:15]2[CH:20]=[CH:19][C:18]([F:21])=[C:17]([F:22])[CH:16]=2)([O:14][CH3:44])[CH2:12][CH2:11][N:10]([C:23]([O:25][C:26]([CH3:27])([CH3:28])[CH3:29])=[O:24])[CH2:9]1)=[O:7].